Task: Predict which catalyst facilitates the given reaction.. Dataset: Catalyst prediction with 721,799 reactions and 888 catalyst types from USPTO (1) Reactant: [Br:1][C:2]1[CH:7]=[C:6]([C:8]([OH:10])=O)[CH:5]=[CH:4][N:3]=1.CCN=C=NCCCN(C)C.Cl.C(N(CC)CC)C.Cl.[CH3:31][NH:32][O:33][CH3:34]. Product: [Br:1][C:2]1[CH:7]=[C:6]([C:8]([N:32]([O:33][CH3:34])[CH3:31])=[O:10])[CH:5]=[CH:4][N:3]=1. The catalyst class is: 2. (2) Reactant: [Cl:1]C1C=CC(C([C@@:8]2([OH:33])[C@@H:12]([CH2:13][O:14]C(=O)C3C=CC(Cl)=CC=3)[O:11][C@@H:10]([N:24]3[CH:31]=[C:30]([CH3:32])[C:28]([NH2:29])=[N:27][C:25]3=[O:26])[CH2:9]2)=O)=CC=1.[OH-].[Na+].Cl. Product: [ClH:1].[CH3:32][C:30]1[C:28]([NH2:29])=[N:27][C:25](=[O:26])[N:24]([CH:31]=1)[C@@H:10]1[O:11][C@H:12]([CH2:13][OH:14])[C@@H:8]([OH:33])[CH2:9]1. The catalyst class is: 5. (3) Reactant: [Br:1][C:2]1[CH:3]=[C:4]([NH:8][C:9]2[C:18]3[C:17]([NH2:19])=[C:16]([O:20][CH3:21])[C:15]([O:22][CH3:23])=[CH:14][C:13]=3[N:12]=[CH:11][N:10]=2)[CH:5]=[CH:6][CH:7]=1.[C:24](N1C=CN=C1)(N1C=CN=C1)=[O:25]. Product: [Br:1][C:2]1[CH:3]=[C:4]([N:8]2[C:9]3[C:18]4[C:13]([N:12]=[CH:11][N:10]=3)=[CH:14][C:15]([O:22][CH3:23])=[C:16]([O:20][CH3:21])[C:17]=4[NH:19][C:24]2=[O:25])[CH:5]=[CH:6][CH:7]=1. The catalyst class is: 26. (4) Reactant: Cl[C:2]1[C:11]2=[N:12][N:13](CC3C=CC(OC)=CC=3)[CH:14]=[C:10]2[C:9]2[CH:8]=[C:7]([O:24][CH3:25])[CH:6]=[CH:5][C:4]=2[N:3]=1.[NH2:26][C:27]1[CH:28]=[CH:29][C:30]([O:37][CH3:38])=[C:31]([NH:33][C:34](=[O:36])[CH3:35])[CH:32]=1.Cl. Product: [CH3:38][O:37][C:30]1[CH:29]=[CH:28][C:27]([NH:26][C:2]2[C:11]3=[N:12][NH:13][CH:14]=[C:10]3[C:9]3[CH:8]=[C:7]([O:24][CH3:25])[CH:6]=[CH:5][C:4]=3[N:3]=2)=[CH:32][C:31]=1[NH:33][C:34](=[O:36])[CH3:35]. The catalyst class is: 71. (5) Reactant: I[C:2]1[N:6]([CH3:7])[CH:5]=[N:4][CH:3]=1.C([Mg]Br)C.[Cl:12][C:13]1[CH:20]=[CH:19][C:16]([CH:17]=[O:18])=[CH:15][CH:14]=1. Product: [Cl:12][C:13]1[CH:20]=[CH:19][C:16]([CH:17]([C:2]2[N:6]([CH3:7])[CH:5]=[N:4][CH:3]=2)[OH:18])=[CH:15][CH:14]=1. The catalyst class is: 2. (6) Reactant: [C:1]([O:5][C:6](=[O:22])[C:7]1[CH:12]=[CH:11][C:10]([NH2:13])=[C:9]([NH:14][CH2:15][CH2:16][C:17]([O:19][CH2:20][CH3:21])=[O:18])[CH:8]=1)([CH3:4])([CH3:3])[CH3:2].C1N=CN([C:28](N2C=NC=C2)=[O:29])C=1. The catalyst class is: 1. Product: [C:1]([O:5][C:6]([C:7]1[CH:12]=[CH:11][C:10]2[NH:13][C:28](=[O:29])[N:14]([CH2:15][CH2:16][C:17]([O:19][CH2:20][CH3:21])=[O:18])[C:9]=2[CH:8]=1)=[O:22])([CH3:3])([CH3:4])[CH3:2]. (7) Reactant: FC(F)(F)S(O[C:7]1[CH:8]=[C:9]2[C:19]3[C:14](=[N:15][CH:16]=[C:17]([O:20][CH3:21])[CH:18]=3)[NH:13][C:10]2=[CH:11][N:12]=1)(=O)=O.[CH3:24][N:25]1[CH:29]=[C:28](B2OC(C)(C)C(C)(C)O2)[CH:27]=[N:26]1.C(=O)([O-])[O-].[Cs+].[Cs+]. Product: [CH3:21][O:20][C:17]1[CH:18]=[C:19]2[C:9]3[C:10](=[CH:11][N:12]=[C:7]([C:28]4[CH:27]=[N:26][N:25]([CH3:24])[CH:29]=4)[CH:8]=3)[NH:13][C:14]2=[N:15][CH:16]=1. The catalyst class is: 12. (8) Product: [OH:37][C:36]([CH3:38])([CH3:35])[CH:10]([C:11]1[CH:12]=[CH:13][C:14]([CH2:17][N:18]2[CH2:19][CH2:20][O:21][CH2:22][CH2:23]2)=[CH:15][CH:16]=1)[S:7]([NH2:6])(=[O:8])=[O:9]. Reactant: COC1C=C(OC)C=CC=1C[NH:6][S:7]([CH2:10][C:11]1[CH:16]=[CH:15][C:14]([CH2:17][N:18]2[CH2:23][CH2:22][O:21][CH2:20][CH2:19]2)=[CH:13][CH:12]=1)(=[O:9])=[O:8].C([Li])CCC.[CH3:35][C:36]([CH3:38])=[O:37].FC(F)(F)C(O)=O. The catalyst class is: 134.